This data is from Full USPTO retrosynthesis dataset with 1.9M reactions from patents (1976-2016). The task is: Predict the reactants needed to synthesize the given product. (1) Given the product [C:1]1([S:7]([N:10]2[C:14]3=[N:15][CH:16]=[C:17]([O:19][CH3:20])[CH:18]=[C:13]3[CH:12]=[C:11]2[C:21]([C:45]2[CH:46]=[CH:47][C:42]([C:39](=[O:41])[CH3:40])=[CH:43][CH:44]=2)=[CH:22][CH:23]2[CH2:27][CH2:26][CH2:25][CH2:24]2)(=[O:8])=[O:9])[CH:6]=[CH:5][CH:4]=[CH:3][CH:2]=1, predict the reactants needed to synthesize it. The reactants are: [C:1]1([S:7]([N:10]2[C:14]3=[N:15][CH:16]=[C:17]([O:19][CH3:20])[CH:18]=[C:13]3[CH:12]=[C:11]2[C:21](OS(C2C=CC(C)=CC=2)(=O)=O)=[CH:22][CH:23]2[CH2:27][CH2:26][CH2:25][CH2:24]2)(=[O:9])=[O:8])[CH:6]=[CH:5][CH:4]=[CH:3][CH:2]=1.[C:39]([C:42]1[CH:47]=[CH:46][C:45](B(O)O)=[CH:44][CH:43]=1)(=[O:41])[CH3:40].C(=O)([O-])[O-].[Na+].[Na+]. (2) Given the product [CH3:15][N:1]1[C:9]2[C:4](=[CH:5][C:6]([C:10]#[N:11])=[CH:7][CH:8]=2)[CH:3]=[CH:2]1, predict the reactants needed to synthesize it. The reactants are: [NH:1]1[C:9]2[C:4](=[CH:5][C:6]([C:10]#[N:11])=[CH:7][CH:8]=2)[CH:3]=[CH:2]1.[H-].[Na+].I[CH3:15]. (3) Given the product [CH3:23][O:22][CH2:21][CH2:20][O:19][C:18]1[C:13]2[C:12]3[CH:26]=[C:27]([C:35]4[CH:34]=[N:33][N:32]([CH3:31])[CH:36]=4)[CH:28]=[N:29][C:11]=3[NH:10][C:14]=2[CH:15]=[N:16][C:17]=1[C:24]#[N:25], predict the reactants needed to synthesize it. The reactants are: C1(S([N:10]2[C:14]3[CH:15]=[N:16][C:17]([C:24]#[N:25])=[C:18]([O:19][CH2:20][CH2:21][O:22][CH3:23])[C:13]=3[C:12]3[CH:26]=[C:27](Br)[CH:28]=[N:29][C:11]2=3)(=O)=O)C=CC=CC=1.[CH3:31][N:32]1[CH:36]=[C:35](B2OC(C)(C)C(C)(C)O2)[CH:34]=[N:33]1. (4) The reactants are: [OH:1][C@@H:2]([C@H:4]1[C:25](=[O:26])[N:6]2[C@@H:7]([C:12]([O:14][CH2:15][C:16]3[CH:21]=[CH:20][C:19]([N+:22]([O-:24])=[O:23])=[CH:18][CH:17]=3)=[O:13])[C:8](=O)[C@H:9]([CH3:10])[C@H:5]12)[CH3:3].[Cl:27][CH2:28][C:29]([C:31]1[N:32]=[CH:33][N:34]2[CH:38]=[C:37]([Sn](CCCC)(CCCC)CCCC)[S:36][C:35]=12)=[O:30]. Given the product [Cl:27][CH2:28][C:29]([C:31]1[N:32]=[CH:33][N:34]2[CH:38]=[C:37]([C:8]3[C@H:9]([CH3:10])[C@@H:5]4[C@@H:4]([C@H:2]([OH:1])[CH3:3])[C:25](=[O:26])[N:6]4[C:7]=3[C:12]([O:14][CH2:15][C:16]3[CH:21]=[CH:20][C:19]([N+:22]([O-:24])=[O:23])=[CH:18][CH:17]=3)=[O:13])[S:36][C:35]=12)=[O:30], predict the reactants needed to synthesize it. (5) Given the product [ClH:11].[Cl:11][C:12]1[CH:31]=[CH:30][C:15]([NH:16][C:17]2[C:26]3[C:21](=[CH:22][C:23]([O:1][CH2:2][CH2:3][N:4]4[CH:9]=[CH:8][C:7](=[O:10])[CH:6]=[CH:5]4)=[C:24]([O:27][CH3:28])[CH:25]=3)[N:20]=[CH:19][N:18]=2)=[C:14]([F:32])[CH:13]=1, predict the reactants needed to synthesize it. The reactants are: [OH:1][CH2:2][CH2:3][N:4]1[CH:9]=[CH:8][C:7](=[O:10])[CH:6]=[CH:5]1.[Cl:11][C:12]1[CH:31]=[CH:30][C:15]([NH:16][C:17]2[C:26]3[C:21](=[CH:22][C:23](O)=[C:24]([O:27][CH3:28])[CH:25]=3)[N:20]=[CH:19][N:18]=2)=[C:14]([F:32])[CH:13]=1.C(P(CCCC)CCCC)CCC.N(C(N1CCCCC1)=O)=NC(N1CCCCC1)=O.